Dataset: Forward reaction prediction with 1.9M reactions from USPTO patents (1976-2016). Task: Predict the product of the given reaction. (1) Given the reactants [CH3:1][N:2]1[CH:6]2[CH2:7][CH:8]([O:10][CH:11]([C:18]3[CH:23]=[CH:22][C:21]([Cl:24])=[CH:20][CH:19]=3)[C:12]3[CH:17]=[CH:16][CH:15]=[CH:14][CH:13]=3)[CH2:9][CH:3]1[CH2:4][CH2:5]2.[ClH:25].[CH:26]1[CH:31]=[CH:30][C:29]([CH2:32][C:33]([NH:35][C:36]2[CH:41]=[C:40]([NH2:42])[CH:39]=[CH:38][C:37]=2[OH:43])=[O:34])=[CH:28][CH:27]=1, predict the reaction product. The product is: [CH3:1][N:2]1[CH:6]2[CH2:7][CH:8]([O:10][CH:11]([C:18]3[CH:23]=[CH:22][C:21]([Cl:24])=[CH:20][CH:19]=3)[C:12]3[CH:17]=[CH:16][CH:15]=[CH:14][CH:13]=3)[CH2:9][CH:3]1[CH2:4][CH2:5]2.[ClH:25].[CH:26]1[CH:27]=[CH:28][C:29]([CH2:32][C:33]([NH:35][C:36]2[CH:41]=[C:40]([NH2:42])[CH:39]=[CH:38][C:37]=2[OH:43])=[O:34])=[CH:30][CH:31]=1. (2) The product is: [C:4]([O:6][CH2:7][CH2:8][NH:9][C:13]([NH2:12])=[O:18])(=[O:5])[C:2]([CH3:1])=[CH2:3]. Given the reactants [CH3:1][C:2]([C:4]([O:6][CH2:7][CH2:8][N:9]1[CH:13]=[N:12]C=C1)=[O:5])=[CH2:3].C(OCCN1CCCC1=O)(=[O:18])C(C)=C, predict the reaction product. (3) The product is: [CH3:1][S:2]([C:5]1[CH:10]=[CH:9][C:8]([C@@H:11]([OH:21])[C@H:12]([NH2:15])[CH2:13][F:14])=[CH:7][CH:6]=1)(=[O:4])=[O:3]. Given the reactants [CH3:1][S:2]([C:5]1[CH:6]=[CH:7][C:8]([C@@H:11]([OH:21])[C@H:12]([NH:15]C(C(Cl)Cl)=O)[CH2:13][F:14])=[CH:9][CH:10]=1)(=[O:4])=[O:3].S(=O)(=O)(O)O.[OH-].[Na+], predict the reaction product. (4) Given the reactants [CH3:1][O:2][C:3]1[CH:8]=[CH:7][C:6]([NH:9][C:10]([C:12]2[CH:17]=[CH:16][C:15]([C:18]3[CH:23]=[CH:22][CH:21]=[CH:20][CH:19]=3)=[CH:14][CH:13]=2)=[O:11])=[CH:5][C:4]=1[NH:24][C:25](=[O:35])[CH2:26][N:27]1[CH2:33][CH:32]2[O:34][CH:29](C[CH2:31]2)[CH2:28]1.Cl[CH2:37]C(NC1C=C(NC(C2C=CC(C3C=CC=CC=3)=CC=2)=O)C=CC=1OC)=O.CC1(C)OCCNC1.C(N(CC)CC)C, predict the reaction product. The product is: [CH3:31][C:32]1([CH3:37])[O:34][CH2:29][CH2:28][N:27]([CH2:26][C:25]([NH:24][C:4]2[CH:5]=[C:6]([NH:9][C:10]([C:12]3[CH:17]=[CH:16][C:15]([C:18]4[CH:19]=[CH:20][CH:21]=[CH:22][CH:23]=4)=[CH:14][CH:13]=3)=[O:11])[CH:7]=[CH:8][C:3]=2[O:2][CH3:1])=[O:35])[CH2:33]1.